This data is from Forward reaction prediction with 1.9M reactions from USPTO patents (1976-2016). The task is: Predict the product of the given reaction. (1) The product is: [C:12]1(=[C:15]([C:4]2[CH:5]=[CH:6][C:1]([OH:7])=[CH:2][CH:3]=2)[C:17]2[CH:18]=[CH:19][C:20]([C:21]([O:23][CH3:24])=[O:22])=[CH:25][CH:26]=2)[CH2:11][CH2:10][CH2:9][CH2:14][CH2:13]1. Given the reactants [C:1]1(=[O:7])[CH2:6][CH2:5][CH2:4][CH2:3][CH2:2]1.O[C:9]1[CH:14]=[CH:13][C:12]([C:15]([C:17]2[CH:26]=[CH:25][C:20]([C:21]([O:23][CH3:24])=[O:22])=[CH:19][CH:18]=2)=O)=[CH:11][CH:10]=1, predict the reaction product. (2) Given the reactants [Br:1][C:2]1[CH:11]=[C:10]2[C:5]([CH:6]=[CH:7][C:8]([C@H:12]([OH:14])[CH3:13])=[N:9]2)=[CH:4][CH:3]=1.FC(F)(F)S(O[Si:21](C)([CH3:23])[CH3:22])(=O)=O.N1[C:32]([CH3:33])=[CH:31]C=CC=1C.OP([O-])(O)=O.[K+].Cl[CH2:42]Cl, predict the reaction product. The product is: [Br:1][C:2]1[CH:11]=[C:10]2[C:5]([CH:6]=[CH:7][C:8]([C@H:12]([O:14][Si:21]([C:32]([CH3:31])([CH3:33])[CH3:42])([CH3:23])[CH3:22])[CH3:13])=[N:9]2)=[CH:4][CH:3]=1. (3) Given the reactants C(OC(=O)C(OC1C=CC(OCCC2N=C(C3C=CC=CC=3)OC=2C)=CC=1CBr)(C)C)C.C1C(O)=CC=CC=1C.C(=O)([O-])[O-].[K+].[K+].C([O:49][C:50](=[O:85])[C:51]([CH3:84])([O:53][C:54]1[CH:59]=[CH:58][C:57]([O:60][CH2:61][CH2:62][C:63]2[N:64]=[C:65]([C:69]3[CH:74]=[CH:73][CH:72]=[CH:71][CH:70]=3)[O:66][C:67]=2[CH3:68])=[CH:56][C:55]=1[CH2:75][O:76][C:77]1[CH:78]=[C:79]([CH3:83])[CH:80]=[CH:81][CH:82]=1)[CH3:52])C.[OH-].[Na+], predict the reaction product. The product is: [CH3:84][C:51]([O:53][C:54]1[CH:59]=[CH:58][C:57]([O:60][CH2:61][CH2:62][C:63]2[N:64]=[C:65]([C:69]3[CH:70]=[CH:71][CH:72]=[CH:73][CH:74]=3)[O:66][C:67]=2[CH3:68])=[CH:56][C:55]=1[CH2:75][O:76][C:77]1[CH:78]=[C:79]([CH3:83])[CH:80]=[CH:81][CH:82]=1)([CH3:52])[C:50]([OH:85])=[O:49].